This data is from Catalyst prediction with 721,799 reactions and 888 catalyst types from USPTO. The task is: Predict which catalyst facilitates the given reaction. (1) Reactant: Cl[C:2]1[N:10]=[C:9](Cl)[C:8]([F:12])=[CH:7][C:3]=1[C:4]([NH2:6])=[O:5].[F:13][C:14]1([F:27])[CH2:19][CH2:18][N:17]([C:20]2[CH:26]=[CH:25][C:23]([NH2:24])=[CH:22][CH:21]=2)[CH2:16][CH2:15]1.C([O:32][C:33](=[O:40])[NH:34][C@H:35]1[CH2:39][CH2:38][NH:37][CH2:36]1)(C)(C)C.[C:41]([OH:45])(=O)[CH:42]=[CH2:43]. Product: [CH:33]([OH:40])=[O:32].[C:41]([NH:34][C@H:35]1[CH2:39][CH2:38][N:37]([C:2]2[N:10]=[C:9]([NH:24][C:23]3[CH:25]=[CH:26][C:20]([N:17]4[CH2:18][CH2:19][C:14]([F:13])([F:27])[CH2:15][CH2:16]4)=[CH:21][CH:22]=3)[C:8]([F:12])=[CH:7][C:3]=2[C:4]([NH2:6])=[O:5])[CH2:36]1)(=[O:45])[CH:42]=[CH2:43]. The catalyst class is: 6. (2) Reactant: [N:1]1[N:5]2[CH2:6][CH2:7][NH:8][CH2:9][C:4]2=[CH:3][N:2]=1.CCN(C(C)C)C(C)C.[CH3:19][C:20]([O:23][C:24](O[C:24]([O:23][C:20]([CH3:22])([CH3:21])[CH3:19])=[O:25])=[O:25])([CH3:22])[CH3:21]. Product: [N:1]1[N:5]2[CH2:6][CH2:7][N:8]([C:24]([O:23][C:20]([CH3:22])([CH3:21])[CH3:19])=[O:25])[CH2:9][C:4]2=[CH:3][N:2]=1. The catalyst class is: 2.